Dataset: Drug-target binding data from BindingDB using Ki measurements. Task: Regression. Given a target protein amino acid sequence and a drug SMILES string, predict the binding affinity score between them. We predict pKi (pKi = -log10(Ki in M); higher means stronger inhibition). Dataset: bindingdb_ki. (1) The compound is Cc1cc(=O)oc2cc(Oc3cc(Cl)ncn3)ccc12. The target protein sequence is MHHHHHHSSGVDLGTENLYFQSMSSVTASAAPGTASLVPDYWIDGSNRDALSDFFEVESELGRGATSIVYRCKQKGTQKPYALKVLKKTVDKKIVRTEIGVLLRLSHPNIIKLKEIFETPTEISLVLELVTGGELFDRIVEKGYYSERDAADAVKQILEAVAYLHENGIVHRDLKPENLLYATPAPDAPLKIADFGLSKIVEHQVLMKTVCGTPGYCAPEILRGCAYGPEVDMWSVGIITYILLCGFEPFYDERGDQFMFRRILNCEYYFISPWWDEVSLNAKDLVRKLIVLDPKKRLTTFQALQHPWVTGKAANFVHMDTAQKKLQEFNARRKLKAAVKAVVASSRLG. The pKi is 5.5. (2) The small molecule is Cc1c(O)cccc1C(=O)N[C@@H](CSc1ccccc1)[C@H](O)CN1C[C@H]2CCCC[C@H]2C[C@H]1C(=O)NC(C)(C)C. The target protein sequence is PQVTLWQRPLVTIKIGGQLREALLDTGADDTIFEEISLPGRWKPKIIGGIGGFIKVRQYDQIPIEICGHKVIGTVLVGPTPANIIGRNLMTQIGCTLNF. The pKi is 6.9. (3) The drug is Oc1cc2c(cc1O)C1c3ccccc3CNC1CC2. The target protein sequence is VIMGVFVCCWLPFFILNCILPFCGSGETQPFCIDSITFDVFVWFGWANSSLNPIIYAFNADFRKAFSTLLGCYRLCPA. The pKi is 7.7. (4) The small molecule is NC(=[NH2+])c1cc2nc(-c3cccc(-c4ccccc4)c3[O-])[nH]c2cc1F. The target protein sequence is IIGGEFTTIENQPWFAAIYRRHRGGSVTYVCGGSLMSPCWVISATHCFIDYPKKEDYIVYLGRSRLNSNTQGEMKFEVENLILHKDYSADTLAHHNDIALLKIRSKEGRCAQPSRTIQTICLPSMYNDPQFGTSCEITGFGKEASTDYLYPEQLKMTVVKLISHRECQQPHYYGSEVTTKMLCAADPQWKTDACQGDSGGPLVCSLQGRMTLTGIVSWGRGCALKDKPGVYTRVSHFLPWIRSHTKEENGLAL. The pKi is 4.4. (5) The small molecule is CN(C)CCCN1c2ccccc2CCc2ccccc21. The target protein (P51143) has sequence MLLARMNPQVQPENGGAGPGSEQPPRKRKEVLVVKERNGVQCLLASRDGDEQPRETWGKKIDFLLSVVGFAVDLANVWRFPYLCYKNGGGAFLIPYTLFLIIAGMPLFYMELALGQYNREGAATVWKICPFFKGVGYAVILIALYVGFYYNVIIAWSLYYLFSSFTPTLPWTDCGHAWNSPNCTDPKLLNSSVLGNHTKYSKYKFTPAAEFYERGVLHLHESSGIHDIGLPQWQLLLCLIIVVIVLFFSLWKGVKTSGKVVWITATLPYLVLFVLLVHGITLPGASNGINAYLHIDFYRLKEATVWIDAATQIFFSLGAGFGVLIAFASYNKFDNNCYRDALLTSTINCVTSFISGFAIFSILGYMAHEHKVNIEDVATEGAGLVFILYPEAISTLSGSTFWAIVFFIMLLALGIDSSMGGMEAVITGLADDFQVLKRHRKLFTFAVSFGTFLLALFCITKGGIYVLTLLDTFAAGTSILFAVLMEAIGVSWFYGVDRFS.... The pKi is 7.0. (6) The drug is CC[C@H](C)[C@H](NC(=O)[C@H](Cc1ccccc1)NC(=O)[C@H](C)NC(=O)[C@H](CC(=O)O)NC(=O)[C@H](CCCCN)NC(=O)[C@H](CO)NC(=O)[C@@H]1CCCN1C(=O)[C@@H]1CCC(=O)N1)C(=O)NCC(=O)N[C@@H](CC(C)C)C(=O)N[C@@H](CCSC)C(N)=O. The target protein (P06767) has sequence MKILVAVAVFFLVSTQLFAEEIGANDDLNYWSDWSDSDQIKEAMPEPFEHLLQRIARRPKPQQFFGLMGKRDADSSIEKQVALLKALYGHGQISHKRHKTDSFVGLMGKRALNSVAYERSAMQNYERRRK. The pKi is 8.0. (7) The drug is C[C@H](NC(=O)Cn1ccc(=O)[nH]c1=O)C(=O)N[C@@H](CC(=O)O)C(=O)O. The target protein sequence is MEAQLRATSFLWHHPLQVSGCLNFLFIYFSSFLFRVLFLFYSTSLLCLFLSVLAVLEMNRVQSSFRVPARVLNSLVHLQDGLNTFMDPDWRQIRHVDDWALAITMESAELIDSYPWKWWKNVKAQADMHNVRIEIADILHFSLSGEMQKRTQDGKGAGDVALKSLKEMGFFCRPPAHAKSTEASDHRTNGGDDDGDDELLELIFFPLTEVASAVATFRNIIQLASIYRFDLITKGLLLAAQDLDFNLVGYYVAKYTLNQIRQLKGYKEGAYVKVREGVEDNELLHECVQSVSVEDVLNEGTYLKTWEKIACSVFDAFGMPEEERRHAYEWLKSAALEGKR. The pKi is 3.0. (8) The drug is Cc1ccc(S(N)(=O)=O)cc1. The target protein sequence is MRKILISAVLVLSSISISFAEHEWSYEGEKGPEHWAQLKPEFFWCKLKNQSPINIDKKYKVKANLPKLNLYYKTAKESEVVNNGHTIQINIKEDNTLNYLGEKYQLKQFHFHTPSEHTIEKKSYPLEIHFVHKTEDGKILVVGVMAKLGKTNKELDKILNVAPAEEGEKILDKNLNLNNLIPKDKRYMTYSGSLTTPPCTEGVRWIVLKKPISISKQQLEKLKSVMVNPNNRPVQEINSRWIIEGF. The pKi is 6.1. (9) The small molecule is O=C1c2ccccc2S(=O)(=O)N1CCCCN1CCN(c2cc(Cl)cc3c2OCCO3)CC1. The target protein sequence is MGVFVKDSSDSAYLTPERKLALGRGKAQGKSRQAAYLSEEKNKPRSTGTGFTQVCSLEVKKLFQIPPFWRRLKKRDAKLAKHNEEYSESVQSEPNRILRVGSDVQPGFSMYAYTGLPMELKTKHFSIQSNSVSNFAMDILCDQESSVNPTAKSLIQINHERRLYRNVYGAGEINASHLFNLTVDSENLTNVSSESSVTPPCYSSLFQLSQKNWPALLTVIVIVLTIAGNILVIMAVSLEKKLQNATNYFLMSLAIADMLLGFLVMPVSMLTILYGYAWPLPRKLCAIWIYLDVLFSTASIMHLCAISLDRYIAIRNPIHHSRFNSRTKAFAKIIAVWTISVGISMPVPVFGLQDDSKVFKKDSCLLADDNFVLVGSFVAFFIPLTIMVVTYFLTIKSLQKEAMLCVNDIGPKTKFASFSFLPQSSLSSEKLFQRSLNRDVGTSGRRTMQSISNEQKASKVLGIVFFLFVVMWCPFFITNVMAVICKESCNQEVIGELLNV.... The pKi is 6.6.